This data is from Experimentally validated miRNA-target interactions with 360,000+ pairs, plus equal number of negative samples. The task is: Binary Classification. Given a miRNA mature sequence and a target amino acid sequence, predict their likelihood of interaction. (1) The miRNA is hsa-miR-3158-3p with sequence AAGGGCUUCCUCUCUGCAGGAC. The protein sequence of the target gene is MSRLGLPEEPVRNSLLDDAKARLRKYDIGGKYSHLPYNKYSVLLPLVAKEGKLHLLFTVRSEKLRRAPGEVCFPGGKRDPTDMDDAATALREAQEEVGLRPHQVEVVCCLVPCLIDTDTLITPFVGLIDHNFQAQPNPAEVKDVFLVPLAYFLHPQVHDQHYVTRLGHRFINHIFEYTNPEDGVTYQIKGMTANLAVLVAFIILEKKPTFEVQFNLNDVLASSEELFLKVHKKATSRL. Result: 0 (no interaction). (2) Result: 0 (no interaction). The miRNA is mmu-miR-98-5p with sequence UGAGGUAGUAAGUUGUAUUGUU. The protein sequence of the target gene is MEAAADGPAETQSPVEKDSPAKTQSPAQDTSIMSRNNADTGRVLALPEHKKKRKGNLPAESVKILRDWMYKHRFKAYPSEEEKQMLSEKTNLSLLRISNWFINARRRILPDMLQQRRNDPIIGHKTGKDAHATHLQSTEASVPAKSGPVVQTMYKACPCGPCQRARCQERSNQIRSRPLARSSPE. (3) The miRNA is hsa-miR-133b with sequence UUUGGUCCCCUUCAACCAGCUA. The protein sequence of the target gene is MEAQSHSSTTTEKKKVENSIVKCSTRTDVSEKAVASSTTSNEDESPGQTYHRERRNAITMQPQNVQGLSKVSEEPSTSSDERASLIKKEIHGSLPHVAEPSVPYRGTVFAMDPRNGYMEPHYHPPHLFPAFHPPVPIDARHHEGRYHYDPSPIPPLHMTSALSSSPTYPDLPFIRISPHRNPTAASESPFSPPHPYINPYMDYIRSLHSSPSLSMISATRGLSPTDAPHAGVSPAEYYHQMALLTGQRSPYADIIPSAATAGTGAIHMEYLHAMDSTRFSSPRLSARPSRKRTLSISPLS.... Result: 1 (interaction).